Task: Predict hERG channel inhibition at various concentrations.. Dataset: hERG Central: cardiac toxicity at 1µM, 10µM, and general inhibition (1) The drug is O=C(Nc1ccc2c(c1)OCO2)c1cc(-c2cccc(O)c2)on1. Results: hERG_inhib (hERG inhibition (general)): blocker. (2) The compound is COc1ccccc1CN1CCN(C(CC(C)C)c2nnnn2Cc2cccs2)CC1.Cl. Results: hERG_inhib (hERG inhibition (general)): blocker. (3) The molecule is CCCCCn1c(NCc2ccco2)nc2ccccc21. Results: hERG_inhib (hERG inhibition (general)): blocker. (4) The compound is COc1ccc(Cn2cc(C(=O)O)c(=O)c3ccccc32)cc1. Results: hERG_inhib (hERG inhibition (general)): blocker. (5) The drug is O=C(C1=C[C@@H](c2ccc(C(F)(F)F)cc2)C[C@@H](OCCCCO)O1)N1CCCCCCC1. Results: hERG_inhib (hERG inhibition (general)): blocker.